Dataset: Full USPTO retrosynthesis dataset with 1.9M reactions from patents (1976-2016). Task: Predict the reactants needed to synthesize the given product. (1) Given the product [CH2:1]([C:7]1[CH:15]=[C:11]([C:12]2[O:14][N:19]=[C:18]([C:20]3[CH:28]=[CH:27][C:26]4[NH:25][C:24]5[CH:29]([CH2:32][C:33]([O:35][CH2:36][CH3:37])=[O:34])[CH2:30][CH2:31][C:23]=5[C:22]=4[CH:21]=3)[N:17]=2)[CH:10]=[N:9][CH:8]=1)[CH2:2][CH2:3][CH2:4][CH2:5][CH3:6], predict the reactants needed to synthesize it. The reactants are: [CH2:1]([C:7]1[CH:8]=[N:9][CH:10]=[C:11]([CH:15]=1)[C:12]([OH:14])=O)[CH2:2][CH2:3][CH2:4][CH2:5][CH3:6].O[N:17]=[C:18]([C:20]1[CH:28]=[CH:27][C:26]2[NH:25][C:24]3[CH:29]([CH2:32][C:33]([O:35][CH2:36][CH3:37])=[O:34])[CH2:30][CH2:31][C:23]=3[C:22]=2[CH:21]=1)[NH2:19]. (2) The reactants are: [CH3:1][O:2][C:3]1[CH:8]=[CH:7][C:6]([CH:9]([C:11]2[CH:16]=[CH:15][C:14]([O:17][Si:18]([CH:25]([CH3:27])[CH3:26])([CH:22]([CH3:24])[CH3:23])[CH:19]([CH3:21])[CH3:20])=[CH:13][CH:12]=2)[OH:10])=[C:5]([O:28][CH2:29][O:30][CH3:31])[CH:4]=1. Given the product [CH3:1][O:2][C:3]1[CH:8]=[CH:7][C:6]([C:9]([C:11]2[CH:16]=[CH:15][C:14]([O:17][Si:18]([CH:25]([CH3:27])[CH3:26])([CH:22]([CH3:24])[CH3:23])[CH:19]([CH3:20])[CH3:21])=[CH:13][CH:12]=2)=[O:10])=[C:5]([O:28][CH2:29][O:30][CH3:31])[CH:4]=1, predict the reactants needed to synthesize it. (3) Given the product [F:1][C:2]([F:24])([F:25])[C:3]1[CH:23]=[CH:22][C:6]([CH2:7][O:8][N:9]=[C:10]([C:12]2[CH:17]=[CH:16][C:15]([O:18][CH2:19][C:20]3[NH:34][N:33]=[N:32][CH:21]=3)=[CH:14][CH:13]=2)[CH3:11])=[CH:5][CH:4]=1, predict the reactants needed to synthesize it. The reactants are: [F:1][C:2]([F:25])([F:24])[C:3]1[CH:23]=[CH:22][C:6]([CH2:7][O:8][N:9]=[C:10]([C:12]2[CH:17]=[CH:16][C:15]([O:18][CH2:19][C:20]#[CH:21])=[CH:14][CH:13]=2)[CH3:11])=[CH:5][CH:4]=1.CO.C[Si]([N:32]=[N+:33]=[N-:34])(C)C.O. (4) Given the product [OH:36][CH2:35][CH2:37][NH:38][CH2:27][C:24]1([C:16]2[O:15][N:14]=[C:13]([C:10]3[CH:11]=[CH:12][C:7]([OH:6])=[CH:8][CH:9]=3)[C:17]=2[C:18]2[CH:23]=[CH:22][CH:21]=[CH:20][CH:19]=2)[CH2:26][CH2:25]1, predict the reactants needed to synthesize it. The reactants are: C([Si](C)(C)[O:6][C:7]1[CH:12]=[CH:11][C:10]([C:13]2[C:17]([C:18]3[CH:23]=[CH:22][CH:21]=[CH:20][CH:19]=3)=[C:16]([C:24]3([CH2:27]OS(C)(=O)=O)[CH2:26][CH2:25]3)[O:15][N:14]=2)=[CH:9][CH:8]=1)(C)(C)C.[CH2:35]([CH2:37][NH2:38])[OH:36]. (5) Given the product [ClH:19].[F:1][C:2]1[CH:11]=[C:10]2[C:5]([CH:6]=[CH:7][C:8]([CH3:12])=[N:9]2)=[C:4]([N:13]2[CH2:14][CH2:15][N:16]([CH2:20][CH2:21][C:22]3[CH:23]=[CH:24][C:25]4[O:30][CH2:29][C:28](=[O:31])[NH:27][C:26]=4[CH:32]=3)[CH2:17][CH2:18]2)[CH:3]=1, predict the reactants needed to synthesize it. The reactants are: [F:1][C:2]1[CH:11]=[C:10]2[C:5]([CH:6]=[CH:7][C:8]([CH3:12])=[N:9]2)=[C:4]([N:13]2[CH2:18][CH2:17][NH:16][CH2:15][CH2:14]2)[CH:3]=1.[Cl:19][CH2:20][CH2:21][C:22]1[CH:23]=[CH:24][C:25]2[O:30][CH2:29][C:28](=[O:31])[NH:27][C:26]=2[CH:32]=1. (6) Given the product [F:3][C:4]1[CH:12]=[CH:11][C:10]([O:13][C:14]([F:15])([F:16])[F:17])=[C:9]2[C:5]=1[CH:6]=[CH:7][N:8]2[CH2:21][CH2:20][O:19][CH3:18], predict the reactants needed to synthesize it. The reactants are: [OH-].[K+].[F:3][C:4]1[CH:12]=[CH:11][C:10]([O:13][C:14]([F:17])([F:16])[F:15])=[C:9]2[C:5]=1[CH:6]=[CH:7][NH:8]2.[CH3:18][O:19][CH2:20][CH2:21]Br. (7) Given the product [O:1]1[CH:5]=[CH:4][C:3]([S:6]([NH2:10])(=[O:8])=[O:7])=[CH:2]1, predict the reactants needed to synthesize it. The reactants are: [O:1]1[CH:5]=[CH:4][C:3]([S:6](Cl)(=[O:8])=[O:7])=[CH:2]1.[NH3:10].